The task is: Regression. Given a peptide amino acid sequence and an MHC pseudo amino acid sequence, predict their binding affinity value. This is MHC class I binding data.. This data is from Peptide-MHC class I binding affinity with 185,985 pairs from IEDB/IMGT. (1) The peptide sequence is FMTNFSMVY. The MHC is HLA-B15:03 with pseudo-sequence HLA-B15:03. The binding affinity (normalized) is 0.924. (2) The peptide sequence is IQCAGSEEK. The MHC is HLA-A11:01 with pseudo-sequence HLA-A11:01. The binding affinity (normalized) is 0.374.